From a dataset of Full USPTO retrosynthesis dataset with 1.9M reactions from patents (1976-2016). Predict the reactants needed to synthesize the given product. Given the product [N+:21]([C:18]1[O:17][C:16]([CH2:15][NH:14][CH:11]2[CH2:10][CH2:9][NH:8][CH2:13][CH2:12]2)=[CH:20][CH:19]=1)([O-:23])=[O:22], predict the reactants needed to synthesize it. The reactants are: C(OC([N:8]1[CH2:13][CH2:12][CH:11]([NH:14][CH2:15][C:16]2[O:17][C:18]([N+:21]([O-:23])=[O:22])=[CH:19][CH:20]=2)[CH2:10][CH2:9]1)=O)(C)(C)C.Cl.